This data is from NCI-60 drug combinations with 297,098 pairs across 59 cell lines. The task is: Regression. Given two drug SMILES strings and cell line genomic features, predict the synergy score measuring deviation from expected non-interaction effect. (1) Drug 1: CC(CN1CC(=O)NC(=O)C1)N2CC(=O)NC(=O)C2. Drug 2: CC1C(C(=O)NC(C(=O)N2CCCC2C(=O)N(CC(=O)N(C(C(=O)O1)C(C)C)C)C)C(C)C)NC(=O)C3=C4C(=C(C=C3)C)OC5=C(C(=O)C(=C(C5=N4)C(=O)NC6C(OC(=O)C(N(C(=O)CN(C(=O)C7CCCN7C(=O)C(NC6=O)C(C)C)C)C)C(C)C)C)N)C. Cell line: SK-MEL-5. Synergy scores: CSS=11.3, Synergy_ZIP=-0.593, Synergy_Bliss=4.81, Synergy_Loewe=4.14, Synergy_HSA=4.45. (2) Drug 1: C1CN1P(=S)(N2CC2)N3CC3. Drug 2: C1CN(P(=O)(OC1)NCCCl)CCCl. Cell line: NCI/ADR-RES. Synergy scores: CSS=6.60, Synergy_ZIP=5.61, Synergy_Bliss=7.99, Synergy_Loewe=-5.25, Synergy_HSA=3.40. (3) Drug 1: CCC1(CC2CC(C3=C(CCN(C2)C1)C4=CC=CC=C4N3)(C5=C(C=C6C(=C5)C78CCN9C7C(C=CC9)(C(C(C8N6C)(C(=O)OC)O)OC(=O)C)CC)OC)C(=O)OC)O. Drug 2: CNC(=O)C1=NC=CC(=C1)OC2=CC=C(C=C2)NC(=O)NC3=CC(=C(C=C3)Cl)C(F)(F)F. Cell line: OVCAR3. Synergy scores: CSS=76.8, Synergy_ZIP=10.4, Synergy_Bliss=6.23, Synergy_Loewe=-3.93, Synergy_HSA=2.34. (4) Drug 1: CC1C(C(=O)NC(C(=O)N2CCCC2C(=O)N(CC(=O)N(C(C(=O)O1)C(C)C)C)C)C(C)C)NC(=O)C3=C4C(=C(C=C3)C)OC5=C(C(=O)C(=C(C5=N4)C(=O)NC6C(OC(=O)C(N(C(=O)CN(C(=O)C7CCCN7C(=O)C(NC6=O)C(C)C)C)C)C(C)C)C)N)C. Drug 2: C1=NC2=C(N=C(N=C2N1C3C(C(C(O3)CO)O)F)Cl)N. Cell line: LOX IMVI. Synergy scores: CSS=-5.33, Synergy_ZIP=1.34, Synergy_Bliss=-2.38, Synergy_Loewe=-7.33, Synergy_HSA=-6.29. (5) Drug 1: CC1=C(C(=O)C2=C(C1=O)N3CC4C(C3(C2COC(=O)N)OC)N4)N. Drug 2: CC(C)CN1C=NC2=C1C3=CC=CC=C3N=C2N. Cell line: HT29. Synergy scores: CSS=47.4, Synergy_ZIP=-6.10, Synergy_Bliss=-10.5, Synergy_Loewe=-9.97, Synergy_HSA=-7.02.